The task is: Predict the reactants needed to synthesize the given product.. This data is from Full USPTO retrosynthesis dataset with 1.9M reactions from patents (1976-2016). (1) The reactants are: [CH3:1][C:2]1([CH3:16])[CH2:11][CH2:10][C:9]2[C:4](=[CH:5][CH:6]=[C:7]([S:12](Cl)(=[O:14])=[O:13])[CH:8]=2)[O:3]1.[NH2:17][CH2:18][C:19]([O:21][C:22]([CH3:25])([CH3:24])[CH3:23])=[O:20]. Given the product [CH3:1][C:2]1([CH3:16])[CH2:11][CH2:10][C:9]2[C:4](=[CH:5][CH:6]=[C:7]([S:12]([NH:17][CH2:18][C:19]([O:21][C:22]([CH3:25])([CH3:24])[CH3:23])=[O:20])(=[O:14])=[O:13])[CH:8]=2)[O:3]1, predict the reactants needed to synthesize it. (2) Given the product [CH3:51][N:52]1[CH:56]=[C:55]([C:57]([NH:2][NH:1][C:3]2[N:12]=[CH:11][CH:10]=[C:9]3[C:4]=2[CH:5]=[C:6]([C:31]2[CH:32]=[CH:33][CH:34]=[CH:35][CH:36]=2)[C:7]([C:13]2[CH:18]=[CH:17][C:16]([C:19]4([NH:23][C:24](=[O:30])[O:25][C:26]([CH3:29])([CH3:28])[CH3:27])[CH2:22][CH2:21][CH2:20]4)=[CH:15][CH:14]=2)=[N:8]3)=[O:58])[N:54]=[CH:53]1, predict the reactants needed to synthesize it. The reactants are: [NH:1]([C:3]1[N:12]=[CH:11][CH:10]=[C:9]2[C:4]=1[CH:5]=[C:6]([C:31]1[CH:36]=[CH:35][CH:34]=[CH:33][CH:32]=1)[C:7]([C:13]1[CH:18]=[CH:17][C:16]([C:19]3([NH:23][C:24](=[O:30])[O:25][C:26]([CH3:29])([CH3:28])[CH3:27])[CH2:22][CH2:21][CH2:20]3)=[CH:15][CH:14]=1)=[N:8]2)[NH2:2].C(Cl)CCl.C1C=CC2N(O)N=NC=2C=1.[CH3:51][N:52]1[CH:56]=[C:55]([C:57](O)=[O:58])[N:54]=[CH:53]1. (3) Given the product [Br:1][C:2]1[CH:3]=[C:4]([CH:8]=[C:9]([N+:11]([O-:13])=[O:12])[CH:10]=1)[C:5]([NH:21][CH3:20])=[O:6], predict the reactants needed to synthesize it. The reactants are: [Br:1][C:2]1[CH:3]=[C:4]([CH:8]=[C:9]([N+:11]([O-:13])=[O:12])[CH:10]=1)[C:5](O)=[O:6].C(Cl)(=O)C(Cl)=O.[CH3:20][NH2:21].